From a dataset of NCI-60 drug combinations with 297,098 pairs across 59 cell lines. Regression. Given two drug SMILES strings and cell line genomic features, predict the synergy score measuring deviation from expected non-interaction effect. Drug 1: CCC1=C2CN3C(=CC4=C(C3=O)COC(=O)C4(CC)O)C2=NC5=C1C=C(C=C5)O. Drug 2: C1=CC=C(C(=C1)C(C2=CC=C(C=C2)Cl)C(Cl)Cl)Cl. Cell line: DU-145. Synergy scores: CSS=57.1, Synergy_ZIP=-0.977, Synergy_Bliss=0.306, Synergy_Loewe=-69.8, Synergy_HSA=-2.25.